Dataset: Forward reaction prediction with 1.9M reactions from USPTO patents (1976-2016). Task: Predict the product of the given reaction. (1) Given the reactants [OH-].[K+].[CH3:3][C:4]1[C:13]2[C:8](=[C:9]([C:20](=[O:22])[CH3:21])[C:10]([O:14][CH2:15][CH:16]=[C:17]([CH3:19])[CH3:18])=[CH:11][CH:12]=2)[O:7][C:6](=[O:23])[CH:5]=1.[CH3:24][O:25][C:26]1[CH:27]=[C:28]([CH:31]=[C:32]([O:36][CH3:37])[C:33]=1[O:34][CH3:35])[CH:29]=O, predict the reaction product. The product is: [CH3:3][C:4]1[C:13]2[C:8](=[C:9]([C:20](=[O:22])[CH:21]=[CH:29][C:28]3[CH:31]=[C:32]([O:36][CH3:37])[C:33]([O:34][CH3:35])=[C:26]([O:25][CH3:24])[CH:27]=3)[C:10]([O:14][CH2:15][CH:16]=[C:17]([CH3:18])[CH3:19])=[CH:11][CH:12]=2)[O:7][C:6](=[O:23])[CH:5]=1. (2) Given the reactants [CH3:1][O:2][C:3]1[C:12]2[CH2:11][CH2:10][C@H:9]3[C@H:13]([CH3:18])[C:14](=[O:17])[CH2:15][CH2:16][C@:8]3([C:19]3[CH:24]=[CH:23][CH:22]=[CH:21][CH:20]=3)[C:7]=2[N:6]=[C:5]([C:25]2[CH:30]=[CH:29][CH:28]=[CH:27][C:26]=2[O:31][CH3:32])[N:4]=1.[CH:33](OCC)=[O:34].C[O-].[Na+].CO, predict the reaction product. The product is: [OH:34]/[CH:33]=[C:15]1/[CH2:16][C@:8]2([C:19]3[CH:24]=[CH:23][CH:22]=[CH:21][CH:20]=3)[C:7]3[N:6]=[C:5]([C:25]4[CH:30]=[CH:29][CH:28]=[CH:27][C:26]=4[O:31][CH3:32])[N:4]=[C:3]([O:2][CH3:1])[C:12]=3[CH2:11][CH2:10][C@H:9]2[C@H:13]([CH3:18])[C:14]/1=[O:17]. (3) Given the reactants [Cl:1][C:2]([Cl:49])([Cl:48])[CH2:3][O:4][C:5]([N:7]1[C:19]2[CH2:18][N:17]([S:20]([CH2:23][CH:24]([CH:32]3[CH2:37][CH2:36][N:35]([C:38]([O:40][CH2:41][C:42]4[CH:47]=[CH:46][CH:45]=[CH:44][CH:43]=4)=[O:39])[CH2:34][CH2:33]3)[C:25]([O:27]C(C)(C)C)=[O:26])(=[O:22])=[O:21])[CH2:16][CH2:15][C:14]=2[C:13]2[C:8]1=[CH:9][CH:10]=[CH:11][CH:12]=2)=[O:6].CO, predict the reaction product. The product is: [Cl:49][C:2]([Cl:1])([Cl:48])[CH2:3][O:4][C:5]([N:7]1[C:19]2[CH2:18][N:17]([S:20]([CH2:23][CH:24]([CH:32]3[CH2:33][CH2:34][N:35]([C:38]([O:40][CH2:41][C:42]4[CH:47]=[CH:46][CH:45]=[CH:44][CH:43]=4)=[O:39])[CH2:36][CH2:37]3)[C:25]([OH:27])=[O:26])(=[O:22])=[O:21])[CH2:16][CH2:15][C:14]=2[C:13]2[C:8]1=[CH:9][CH:10]=[CH:11][CH:12]=2)=[O:6]. (4) Given the reactants C(=O)([O-])[O-].[Cs+].[Cs+].[Cl:7][C:8]1[CH:13]=[C:12](I)[C:11]([C:15]([F:18])([F:17])[F:16])=[CH:10][N:9]=1.CC1(C)C2C=CC=C(P(C3C=CC=CC=3)C3C=CC=CC=3)C=2OC2C1=CC=CC=2P(C1C=CC=CC=1)C1C=CC=CC=1.[NH2:61][C:62]1[CH:71]=[CH:70][CH:69]=[CH:68][C:63]=1[C:64]([NH:66][CH3:67])=[O:65], predict the reaction product. The product is: [Cl:7][C:8]1[CH:13]=[C:12]([NH:61][C:62]2[CH:71]=[CH:70][CH:69]=[CH:68][C:63]=2[C:64]([NH:66][CH3:67])=[O:65])[C:11]([C:15]([F:18])([F:17])[F:16])=[CH:10][N:9]=1.